The task is: Predict the product of the given reaction.. This data is from Forward reaction prediction with 1.9M reactions from USPTO patents (1976-2016). Given the reactants [C:1]([O:4][C@@H:5]1[C:14]([CH3:15])=[CH:13][C@H:12]2[C@@:7]([OH:20])([C@@H:8]([CH3:19])[CH2:9][CH2:10][C@H:11]2[C:16]([CH3:18])=[CH2:17])[C@H:6]1[OH:21])(=[O:3])[CH3:2].[C:22]1(C)[CH:27]=CC(S(O)(=O)=O)=C[CH:23]=1, predict the reaction product. The product is: [C:1]([O:4][C@H:5]1[C@@H:6]2[O:21][C:22]([CH3:27])([CH3:23])[O:20][C@:7]32[C@@H:12]([C@H:11]([C:16]([CH3:18])=[CH2:17])[CH2:10][CH2:9][C@@H:8]3[CH3:19])[CH:13]=[C:14]1[CH3:15])(=[O:3])[CH3:2].